From a dataset of Full USPTO retrosynthesis dataset with 1.9M reactions from patents (1976-2016). Predict the reactants needed to synthesize the given product. (1) Given the product [CH3:1][C:2]1[C:9]([N+:10]([O-:12])=[O:11])=[CH:8][C:7]([CH3:13])=[CH:6][C:3]=1[CH:4]([OH:5])[C:15]1[N:16]=[CH:17][N:18]([S:20]([N:23]([CH3:25])[CH3:24])(=[O:22])=[O:21])[CH:19]=1, predict the reactants needed to synthesize it. The reactants are: [CH3:1][C:2]1[C:9]([N+:10]([O-:12])=[O:11])=[CH:8][C:7]([CH3:13])=[CH:6][C:3]=1[CH:4]=[O:5].I[C:15]1[N:16]=[CH:17][N:18]([S:20]([N:23]([CH3:25])[CH3:24])(=[O:22])=[O:21])[CH:19]=1. (2) Given the product [C:1]([O:5][C:6]([N:8]1[CH2:13][CH:12]2[C:10]([C:14]3[CH:19]=[CH:18][C:17]([N:27]4[CH2:32][CH2:31][S:30][CH2:29][CH2:28]4)=[CH:16][CH:15]=3)([CH2:11]2)[CH2:9]1)=[O:7])([CH3:4])([CH3:3])[CH3:2], predict the reactants needed to synthesize it. The reactants are: [C:1]([O:5][C:6]([N:8]1[CH2:13][CH:12]2[C:10]([C:14]3[CH:19]=[CH:18][C:17](Br)=[CH:16][CH:15]=3)([CH2:11]2)[CH2:9]1)=[O:7])([CH3:4])([CH3:3])[CH3:2].CC(C)([O-])C.[Na+].[NH:27]1[CH2:32][CH2:31][S:30][CH2:29][CH2:28]1. (3) The reactants are: C(OC([NH:8][CH2:9][CH2:10][CH2:11][CH2:12][CH2:13][O:14][C:15]1[C:36]([O:37][CH3:38])=[CH:35][C:18]2[C:19]3[N:24]([CH:25]([C:27]([CH3:30])([CH3:29])[CH3:28])[CH2:26][C:17]=2[CH:16]=1)[CH:23]=[C:22]([C:31]([OH:33])=[O:32])[C:21](=[O:34])[CH:20]=3)=O)(C)(C)C.[ClH:39]. Given the product [ClH:39].[NH2:8][CH2:9][CH2:10][CH2:11][CH2:12][CH2:13][O:14][C:15]1[C:36]([O:37][CH3:38])=[CH:35][C:18]2[C:19]3[N:24]([CH:25]([C:27]([CH3:29])([CH3:30])[CH3:28])[CH2:26][C:17]=2[CH:16]=1)[CH:23]=[C:22]([C:31]([OH:33])=[O:32])[C:21](=[O:34])[CH:20]=3, predict the reactants needed to synthesize it. (4) Given the product [NH2:13][C:14]1[N:19]=[C:18]([NH2:20])[C:17]([C:21]2[CH:22]=[CH:23][C:24]([NH:27][C:28]([CH:30]3[CH2:31][CH2:32]3)=[O:29])=[CH:25][CH:26]=2)=[C:16]([CH2:33][O:5][CH2:4][C:3]2[C:2]([F:1])=[CH:9][CH:8]=[CH:7][C:6]=2[F:10])[N:15]=1, predict the reactants needed to synthesize it. The reactants are: [F:1][C:2]1[CH:9]=[CH:8][CH:7]=[C:6]([F:10])[C:3]=1[CH2:4][OH:5].[H-].[Na+].[NH2:13][C:14]1[N:19]=[C:18]([NH2:20])[C:17]([C:21]2[CH:26]=[CH:25][C:24]([NH:27][C:28]([CH:30]3[CH2:32][CH2:31]3)=[O:29])=[CH:23][CH:22]=2)=[C:16]([CH2:33]Br)[N:15]=1.O. (5) The reactants are: [Cl:1][C:2]1[N:7]=[C:6](Cl)[C:5]([CH2:9][O:10][C:11]2[CH:16]=[C:15]([CH:17]([CH3:19])[CH3:18])[CH:14]=[CH:13][C:12]=2[CH3:20])=[C:4]([CH3:21])[N:3]=1.[CH3:22][O-:23].[Na+]. Given the product [Cl:1][C:2]1[N:7]=[C:6]([O:23][CH3:22])[C:5]([CH2:9][O:10][C:11]2[CH:16]=[C:15]([CH:17]([CH3:19])[CH3:18])[CH:14]=[CH:13][C:12]=2[CH3:20])=[C:4]([CH3:21])[N:3]=1, predict the reactants needed to synthesize it. (6) Given the product [Br:10][CH2:11][CH2:12][C:6]1[CH:5]=[C:4]2[C:9](=[CH:8][CH:7]=1)[CH2:1][CH2:2][CH2:3]2, predict the reactants needed to synthesize it. The reactants are: [CH2:1]1[C:9]2[C:4](=[CH:5][CH:6]=[CH:7][CH:8]=2)[CH2:3][CH2:2]1.[Br:10][CH2:11][C:12](Br)=O.[Al+3].[Cl-].[Cl-].[Cl-].FC(F)(F)C(O)=O.